From a dataset of Peptide-MHC class II binding affinity with 134,281 pairs from IEDB. Regression. Given a peptide amino acid sequence and an MHC pseudo amino acid sequence, predict their binding affinity value. This is MHC class II binding data. The peptide sequence is MAVHQYTVALFLAVA. The MHC is HLA-DQA10501-DQB10301 with pseudo-sequence HLA-DQA10501-DQB10301. The binding affinity (normalized) is 0.603.